Dataset: Peptide-MHC class II binding affinity with 134,281 pairs from IEDB. Task: Regression. Given a peptide amino acid sequence and an MHC pseudo amino acid sequence, predict their binding affinity value. This is MHC class II binding data. (1) The peptide sequence is QRMFTREELIHFPEF. The MHC is HLA-DQA10501-DQB10302 with pseudo-sequence HLA-DQA10501-DQB10302. The binding affinity (normalized) is 0.300. (2) The peptide sequence is KAFAEGLSGEPKGGA. The MHC is DRB1_0405 with pseudo-sequence DRB1_0405. The binding affinity (normalized) is 0.247.